From a dataset of Catalyst prediction with 721,799 reactions and 888 catalyst types from USPTO. Predict which catalyst facilitates the given reaction. (1) Reactant: [CH3:1][N:2]([CH2:4][CH2:5][CH2:6][C:7]1([C:18]2[CH:19]=[CH:20][C:21]([F:24])=[CH:22][CH:23]=2)[O:15][CH2:14][C:13]2[CH:12]=[C:11]([C:16]#[N:17])[CH:10]=[CH:9][C:8]1=2)[CH3:3].Br.[OH-].[Na+]. Product: [CH3:1][N:2]([CH2:4][CH2:5][CH2:6][C:7]1([C:18]2[CH:23]=[CH:22][C:21]([F:24])=[CH:20][CH:19]=2)[O:15][CH2:14][C:13]2[CH:12]=[C:11]([C:16]#[N:17])[CH:10]=[CH:9][C:8]1=2)[CH3:3]. The catalyst class is: 226. (2) The catalyst class is: 36. Reactant: CS(O[CH2:6][CH2:7][N:8]1[CH:12]=[CH:11][N:10]=[C:9]1[C:13]([OH:17])([C:15]#[CH:16])[CH3:14])(=O)=O.[H-].[Na+]. Product: [C:15]([C:13]1([CH3:14])[C:9]2=[N:10][CH:11]=[CH:12][N:8]2[CH2:7][CH2:6][O:17]1)#[CH:16]. (3) Reactant: [Cl:1][C:2]1[CH:7]=[CH:6][C:5]([C:8]2[CH:9]=[N:10][CH:11]=[C:12]3[C:17]=2[N:16]=[C:15]([C:18]([OH:20])=O)[CH:14]=[CH:13]3)=[CH:4][CH:3]=1.C(N(CC)C(C)C)(C)C.F[P-](F)(F)(F)(F)F.N1(OC(N(C)C)=[N+](C)C)[C:41]2[N:42]=[CH:43][CH:44]=[CH:45][C:40]=2N=N1.N1CCCCC1. Product: [Cl:1][C:2]1[CH:3]=[CH:4][C:5]([C:8]2[CH:9]=[N:10][CH:11]=[C:12]3[C:17]=2[N:16]=[C:15]([C:18]([N:42]2[CH2:43][CH2:44][CH2:45][CH2:40][CH2:41]2)=[O:20])[CH:14]=[CH:13]3)=[CH:6][CH:7]=1. The catalyst class is: 9. (4) Reactant: [Cl:1][C:2]1[CH:7]=[CH:6][C:5]([NH:8][C:9](=[O:19])[CH2:10][CH2:11][C:12]2[CH:17]=[CH:16][C:15]([OH:18])=[CH:14][CH:13]=2)=[CH:4][C:3]=1[C:20]([F:23])([F:22])[F:21].S(Cl)([Cl:27])(=O)=O. Product: [Cl:27][C:14]1[CH:13]=[C:12]([CH2:11][CH2:10][C:9]([NH:8][C:5]2[CH:6]=[CH:7][C:2]([Cl:1])=[C:3]([C:20]([F:21])([F:22])[F:23])[CH:4]=2)=[O:19])[CH:17]=[CH:16][C:15]=1[OH:18]. The catalyst class is: 839. (5) Reactant: [C:1]1([S:7](Cl)(=[O:9])=[O:8])[CH:6]=[CH:5][CH:4]=[CH:3][CH:2]=1.[OH:11][CH:12]([CH2:26][N:27]1[C:35]2[CH2:34][CH2:33][NH:32][CH2:31][C:30]=2[C:29]([C:36]2[CH:41]=[CH:40][C:39]([C:42]([F:45])([F:44])[F:43])=[C:38]([S:46][CH2:47][CH2:48][N:49]3[CH2:54][CH2:53][CH2:52][CH2:51][CH2:50]3)[CH:37]=2)=[N:28]1)[CH2:13][N:14]1[CH2:19][CH2:18][CH:17]([N:20]2[CH2:24][CH2:23][CH2:22][C:21]2=[O:25])[CH2:16][CH2:15]1. Product: [OH:11][CH:12]([CH2:26][N:27]1[C:35]2[CH2:34][CH2:33][N:32]([S:7]([C:1]3[CH:6]=[CH:5][CH:4]=[CH:3][CH:2]=3)(=[O:9])=[O:8])[CH2:31][C:30]=2[C:29]([C:36]2[CH:41]=[CH:40][C:39]([C:42]([F:43])([F:45])[F:44])=[C:38]([S:46][CH2:47][CH2:48][N:49]3[CH2:50][CH2:51][CH2:52][CH2:53][CH2:54]3)[CH:37]=2)=[N:28]1)[CH2:13][N:14]1[CH2:19][CH2:18][CH:17]([N:20]2[CH2:24][CH2:23][CH2:22][C:21]2=[O:25])[CH2:16][CH2:15]1. The catalyst class is: 2. (6) Reactant: [Cl:1][C:2]1[CH:7]=[CH:6][C:5]([N:8]([C@H:12]2[C:21]3[C:16](=[CH:17][CH:18]=[CH:19][CH:20]=3)[N:15]([C:22]([C:24]3[CH:25]=[N:26]N(C(C)C)C=3)=[O:23])[C@@H:14]([CH3:32])[CH2:13]2)[C:9](=[O:11])[CH3:10])=[CH:4][CH:3]=1.[CH:33]([N:36]1[CH:40]=[C:39]([C:41](Cl)=[O:42])C=N1)(C)[CH3:34].[C:44]([O-:47])(=[O:46])[CH3:45].Br[CH2:49][C:50]([O:52][CH2:53][CH3:54])=[O:51].C(=O)([O-])[O-:56].[K+].[K+].[I-].[K+]. Product: [C:9]([N:8]([C:5]1[CH:4]=[CH:3][C:2]([Cl:1])=[CH:7][CH:6]=1)[C@H:12]1[C:21]2[C:16](=[CH:17][CH:18]=[CH:19][CH:20]=2)[N:15]([C:22]([C:41]2[O:42][N:36]=[C:40]([O:46][CH2:49][C:50]([O:52][CH2:53][CH3:54])=[O:51])[CH:39]=2)=[O:23])[C@@H:14]([CH3:32])[CH2:13]1)(=[O:11])[CH3:10].[CH2:33]([O:46][C:44](=[O:47])[CH2:45][O:56][C:25]1[CH:24]=[C:22]([C:50]([O:52][CH3:53])=[O:51])[O:23][N:26]=1)[CH3:34]. The catalyst class is: 18. (7) Reactant: [N:1]12[CH2:8][CH2:7][C:4]([C:9]([C:17]3[CH:22]=[CH:21][CH:20]=[CH:19][CH:18]=3)([C:11]3[CH:16]=[CH:15][CH:14]=[CH:13][CH:12]=3)[OH:10])([CH2:5][CH2:6]1)[CH2:3][CH2:2]2.[Br:23][CH2:24][CH2:25][CH2:26][CH2:27][CH2:28][CH2:29][CH2:30][CH2:31][CH3:32]. Product: [Br-:23].[OH:10][C:9]([C:17]1[CH:22]=[CH:21][CH:20]=[CH:19][CH:18]=1)([C:11]1[CH:12]=[CH:13][CH:14]=[CH:15][CH:16]=1)[C:4]12[CH2:5][CH2:6][N+:1]([CH2:24][CH2:25][CH2:26][CH2:27][CH2:28][CH2:29][CH2:30][CH2:31][CH3:32])([CH2:2][CH2:3]1)[CH2:8][CH2:7]2. The catalyst class is: 23. (8) Reactant: [C:1]([NH:4][C:5]1[CH:10]=[C:9]([C:11]2[O:12][C:13]([C:19]3[CH:24]=[CH:23][CH:22]=[CH:21][C:20]=3[Cl:25])=[C:14]([C:16]([NH2:18])=O)[N:15]=2)[C:8]([CH3:26])=[CH:7][N:6]=1)(=[O:3])[CH3:2].C[N:28]([CH:30](OC)OC)C.[NH2:35]N.C([O-])(O)=O.[Na+]. Product: [Cl:25][C:20]1[CH:21]=[CH:22][CH:23]=[CH:24][C:19]=1[C:13]1[O:12][C:11]([C:9]2[C:8]([CH3:26])=[CH:7][N:6]=[C:5]([NH:4][C:1](=[O:3])[CH3:2])[CH:10]=2)=[N:15][C:14]=1[C:16]1[NH:18][CH:30]=[N:28][N:35]=1. The catalyst class is: 11.